From a dataset of NCI-60 drug combinations with 297,098 pairs across 59 cell lines. Regression. Given two drug SMILES strings and cell line genomic features, predict the synergy score measuring deviation from expected non-interaction effect. (1) Drug 1: CS(=O)(=O)C1=CC(=C(C=C1)C(=O)NC2=CC(=C(C=C2)Cl)C3=CC=CC=N3)Cl. Drug 2: CS(=O)(=O)OCCCCOS(=O)(=O)C. Cell line: OVCAR3. Synergy scores: CSS=-0.0310, Synergy_ZIP=-1.57, Synergy_Bliss=-5.37, Synergy_Loewe=-7.51, Synergy_HSA=-7.60. (2) Drug 1: C1CCC(CC1)NC(=O)N(CCCl)N=O. Drug 2: C1=C(C(=O)NC(=O)N1)F. Cell line: UACC62. Synergy scores: CSS=53.4, Synergy_ZIP=-7.17, Synergy_Bliss=-6.65, Synergy_Loewe=-1.95, Synergy_HSA=-0.203.